Dataset: Reaction yield outcomes from USPTO patents with 853,638 reactions. Task: Predict the reaction yield, written as a fraction of the theoretical maximum amount of product (1.0 means a 100% yield; for example, 0.34 means a 34% yield). (1) The reactants are [OH:1][C@@H:2]([C:17]1[CH:22]=[CH:21][CH:20]=[CH:19][N:18]=1)[C@@H:3]1[O:8][C@H:7]([CH3:9])[CH2:6][N:5](C(OC(C)(C)C)=O)[CH2:4]1.C(O)(C(F)(F)F)=O. The catalyst is C(Cl)Cl. The product is [CH3:9][C@@H:7]1[CH2:6][NH:5][CH2:4][C@H:3]([C@H:2]([C:17]2[CH:22]=[CH:21][CH:20]=[CH:19][N:18]=2)[OH:1])[O:8]1. The yield is 0.964. (2) The reactants are [Si:1]([O:8][C@@H:9]1[C@H:13]([CH2:14][O:15][Si:16]([C:19]([CH3:22])([CH3:21])[CH3:20])([CH3:18])[CH3:17])[CH2:12][C@@H:11]([O:23][C:24]2[C:29]([F:30])=[C:28](Cl)[N:27]=[CH:26][N:25]=2)[CH2:10]1)([C:4]([CH3:7])([CH3:6])[CH3:5])([CH3:3])[CH3:2].[CH3:32][O:33][C@H:34]1[CH2:42][C:41]2[C:36](=[CH:37][CH:38]=[CH:39][CH:40]=2)[C@H:35]1[NH2:43].C(=O)([O-])[O-].[Na+].[Na+]. The catalyst is C(Cl)Cl. The product is [Si:1]([O:8][C@@H:9]1[C@H:13]([CH2:14][O:15][Si:16]([C:19]([CH3:22])([CH3:21])[CH3:20])([CH3:18])[CH3:17])[CH2:12][C@@H:11]([O:23][C:24]2[N:25]=[CH:26][N:27]=[C:28]([NH:43][C@@H:35]3[C:36]4[C:41](=[CH:40][CH:39]=[CH:38][CH:37]=4)[CH2:42][C@@H:34]3[O:33][CH3:32])[C:29]=2[F:30])[CH2:10]1)([C:4]([CH3:7])([CH3:6])[CH3:5])([CH3:3])[CH3:2]. The yield is 0.910. (3) The reactants are Cl[C:2]1[N:7]=[C:6]([N:8]2[CH2:13][CH2:12][O:11][CH2:10][CH2:9]2)[C:5]([N+:14]([O-:16])=[O:15])=[C:4]([CH3:17])[N:3]=1.[N+:18]([C:21]1[CH:22]=[C:23](B(O)O)[CH:24]=[CH:25][CH:26]=1)([O-:20])=[O:19]. No catalyst specified. The product is [CH3:17][C:4]1[N:3]=[C:2]([C:25]2[CH:24]=[CH:23][CH:22]=[C:21]([N+:18]([O-:20])=[O:19])[CH:26]=2)[N:7]=[C:6]([N:8]2[CH2:13][CH2:12][O:11][CH2:10][CH2:9]2)[C:5]=1[N+:14]([O-:16])=[O:15]. The yield is 0.710. (4) The catalyst is O1CCOCC1.C(#N)C.O. The product is [F:39][C:20]1([F:19])[O:24][C:23]2[CH:25]=[C:26]([CH3:38])[C:27]([C:2]3[N:3]=[CH:4][C:5]([NH:8][C:9](=[O:18])[C:10]4[C:15]([F:16])=[CH:14][CH:13]=[CH:12][C:11]=4[F:17])=[N:6][CH:7]=3)=[CH:28][C:22]=2[O:21]1. The reactants are Br[C:2]1[N:3]=[CH:4][C:5]([NH:8][C:9](=[O:18])[C:10]2[C:15]([F:16])=[CH:14][CH:13]=[CH:12][C:11]=2[F:17])=[N:6][CH:7]=1.[F:19][C:20]1([F:39])[O:24][C:23]2[CH:25]=[C:26]([CH3:38])[C:27](B3OC(C)(C)C(C)(C)O3)=[CH:28][C:22]=2[O:21]1.P([O-])([O-])([O-])=O.[K+].[K+].[K+]. The yield is 0.780. (5) The reactants are [CH:1]([C:3]1[CH:12]=[CH:11][C:6]([C:7]([O:9][CH3:10])=[O:8])=[C:5]([O:13]C)[CH:4]=1)=[O:2].[Al+3].[Cl-].[Cl-].[Cl-].O. The catalyst is C(Cl)Cl. The product is [CH:1]([C:3]1[CH:12]=[CH:11][C:6]([C:7]([O:9][CH3:10])=[O:8])=[C:5]([OH:13])[CH:4]=1)=[O:2]. The yield is 0.920. (6) The reactants are [Cl:1][C:2]1[CH:25]=[CH:24][C:5]([CH2:6][NH:7][C:8]([C:10]2[C:11]([OH:23])=[C:12]3[CH:18]=[C:17]([C:19](OC)=[O:20])[S:16][C:13]3=[N:14][CH:15]=2)=[O:9])=[CH:4][CH:3]=1.[H-].[H-].[H-].[H-].[Li+].[Al+3]. The catalyst is C1COCC1. The product is [Cl:1][C:2]1[CH:3]=[CH:4][C:5]([CH2:6][NH:7][C:8]([C:10]2[C:11]([OH:23])=[C:12]3[CH:18]=[C:17]([CH2:19][OH:20])[S:16][C:13]3=[N:14][CH:15]=2)=[O:9])=[CH:24][CH:25]=1. The yield is 0.540.